Task: Predict the reactants needed to synthesize the given product.. Dataset: Full USPTO retrosynthesis dataset with 1.9M reactions from patents (1976-2016) (1) Given the product [Cl:13][C:10]1[CH:11]=[CH:12][C:7]([C:5]2[N:6]=[C:2]([N:20]3[CH:24]=[CH:23][N:22]=[CH:21]3)[O:3][C:4]=2[CH2:14][CH2:15][C:16]([O:18][CH3:19])=[O:17])=[CH:8][CH:9]=1, predict the reactants needed to synthesize it. The reactants are: Cl[C:2]1[O:3][C:4]([CH2:14][CH2:15][C:16]([O:18][CH3:19])=[O:17])=[C:5]([C:7]2[CH:12]=[CH:11][C:10]([Cl:13])=[CH:9][CH:8]=2)[N:6]=1.[NH:20]1[CH:24]=[CH:23][N:22]=[CH:21]1.CN(C)C=O.[H-].[Na+]. (2) Given the product [CH2:9]([O:8][CH:7]1[CH:2]2[N:1]=[C:42]([NH:41][CH2:40][C:39]3[CH:44]=[CH:45][C:36]([O:35][CH3:34])=[CH:37][CH:38]=3)[O:33][CH:3]2[CH2:4][CH:5]([CH2:24][O:25][CH2:26][C:27]2[CH:32]=[CH:31][CH:30]=[CH:29][CH:28]=2)[CH:6]1[O:16][CH2:17][C:18]1[CH:19]=[CH:20][CH:21]=[CH:22][CH:23]=1)[C:10]1[CH:11]=[CH:12][CH:13]=[CH:14][CH:15]=1, predict the reactants needed to synthesize it. The reactants are: [NH2:1][CH:2]1[CH:7]([O:8][CH2:9][C:10]2[CH:15]=[CH:14][CH:13]=[CH:12][CH:11]=2)[CH:6]([O:16][CH2:17][C:18]2[CH:23]=[CH:22][CH:21]=[CH:20][CH:19]=2)[CH:5]([CH2:24][O:25][CH2:26][C:27]2[CH:32]=[CH:31][CH:30]=[CH:29][CH:28]=2)[CH2:4][CH:3]1[OH:33].[CH3:34][O:35][C:36]1[CH:45]=[CH:44][C:39]([CH2:40][N:41]=[C:42]=S)=[CH:38][CH:37]=1.CI.C([O-])(O)=O.[Na+].